Regression. Given two drug SMILES strings and cell line genomic features, predict the synergy score measuring deviation from expected non-interaction effect. From a dataset of NCI-60 drug combinations with 297,098 pairs across 59 cell lines. Drug 1: CC1=C(C=C(C=C1)NC2=NC=CC(=N2)N(C)C3=CC4=NN(C(=C4C=C3)C)C)S(=O)(=O)N.Cl. Drug 2: CC1=C(C(=O)C2=C(C1=O)N3CC4C(C3(C2COC(=O)N)OC)N4)N. Cell line: UACC-257. Synergy scores: CSS=0.963, Synergy_ZIP=-3.09, Synergy_Bliss=-4.74, Synergy_Loewe=-11.7, Synergy_HSA=-5.21.